From a dataset of Peptide-MHC class I binding affinity with 185,985 pairs from IEDB/IMGT. Regression. Given a peptide amino acid sequence and an MHC pseudo amino acid sequence, predict their binding affinity value. This is MHC class I binding data. (1) The peptide sequence is ECANLLLQY. The MHC is HLA-A24:02 with pseudo-sequence HLA-A24:02. The binding affinity (normalized) is 0. (2) The peptide sequence is GPFKYAAAF. The MHC is Mamu-A2201 with pseudo-sequence YYSEYRNIYAETYESNLYLRYDSYTWAARAYEWY. The binding affinity (normalized) is 1.00. (3) The peptide sequence is VLWKSYPLV. The MHC is HLA-B39:01 with pseudo-sequence HLA-B39:01. The binding affinity (normalized) is 0.0847. (4) The peptide sequence is FYWPVMNHK. The MHC is HLA-A03:01 with pseudo-sequence HLA-A03:01. The binding affinity (normalized) is 0.218. (5) The peptide sequence is RGFAAPQF. The MHC is Mamu-B08 with pseudo-sequence Mamu-B08. The binding affinity (normalized) is 0.287. (6) The binding affinity (normalized) is 0.327. The peptide sequence is AVARKHHTK. The MHC is HLA-A03:01 with pseudo-sequence HLA-A03:01. (7) The peptide sequence is DVDMDFDLNI. The MHC is HLA-A02:03 with pseudo-sequence HLA-A02:03. The binding affinity (normalized) is 0.323.